This data is from Reaction yield outcomes from USPTO patents with 853,638 reactions. The task is: Predict the reaction yield, written as a fraction of the theoretical maximum amount of product (1.0 means a 100% yield; for example, 0.34 means a 34% yield). The reactants are [F:1][C:2]1[CH:7]=[CH:6][C:5]([S:8]([NH:11][C@H:12]([CH2:16][C:17]2[CH:22]=[CH:21][CH:20]=[CH:19][CH:18]=2)[C:13]([OH:15])=[O:14])(=[O:10])=[O:9])=[CH:4][CH:3]=1.C(OC(=O)[C@H](CC1C=CC=CC=1)N)(C)(C)C. No catalyst specified. The product is [F:1][C:2]1[CH:7]=[CH:6][C:5]([S:8]([NH:11][C@@H:12]([CH2:16][C:17]2[CH:18]=[CH:19][CH:20]=[CH:21][CH:22]=2)[C:13]([OH:15])=[O:14])(=[O:9])=[O:10])=[CH:4][CH:3]=1. The yield is 0.633.